This data is from Reaction yield outcomes from USPTO patents with 853,638 reactions. The task is: Predict the reaction yield, written as a fraction of the theoretical maximum amount of product (1.0 means a 100% yield; for example, 0.34 means a 34% yield). (1) The reactants are [Cl:1][C:2]1[CH:3]=[CH:4][C:5]([S:9][CH3:10])=[C:6]([CH:8]=1)[NH2:7].[Cl:11][C:12]1[CH:17]=[CH:16][C:15]([S:18](Cl)(=[O:20])=[O:19])=[C:14]([F:22])[CH:13]=1. No catalyst specified. The product is [Cl:11][C:12]1[CH:17]=[CH:16][C:15]([S:18]([NH:7][C:6]2[CH:8]=[C:2]([Cl:1])[CH:3]=[CH:4][C:5]=2[S:9][CH3:10])(=[O:19])=[O:20])=[C:14]([F:22])[CH:13]=1. The yield is 0.660. (2) The reactants are [CH3:1][C@@H:2]1[CH2:7][NH:6][CH2:5][CH2:4][NH:3]1.[F:8][C:9]([F:19])([F:18])[O:10][C:11]1[CH:16]=[CH:15][C:14](Br)=[CH:13][CH:12]=1.CC(C)([O-])C.[Na+]. The catalyst is C1(C)C=CC=CC=1.CC([O-])=O.CC([O-])=O.[Pd+2].C1C=CC(P(C2C(C3C(P(C4C=CC=CC=4)C4C=CC=CC=4)=CC=C4C=3C=CC=C4)=C3C(C=CC=C3)=CC=2)C2C=CC=CC=2)=CC=1. The product is [CH3:1][C@H:2]1[NH:3][CH2:4][CH2:5][N:6]([C:14]2[CH:13]=[CH:12][C:11]([O:10][C:9]([F:8])([F:18])[F:19])=[CH:16][CH:15]=2)[CH2:7]1. The yield is 0.380.